This data is from Full USPTO retrosynthesis dataset with 1.9M reactions from patents (1976-2016). The task is: Predict the reactants needed to synthesize the given product. (1) The reactants are: [Br:1][C:2]1[CH:13]=[CH:12][C:5]([C:6](N(OC)C)=[O:7])=[C:4]([Cl:14])[CH:3]=1.[CH3:15][Mg]Cl. Given the product [Br:1][C:2]1[CH:13]=[CH:12][C:5]([C:6](=[O:7])[CH3:15])=[C:4]([Cl:14])[CH:3]=1, predict the reactants needed to synthesize it. (2) Given the product [NH3:1].[CH2:13]([N:19]1[C:20](=[O:25])[CH:21]2[CH:22]([C:7]2([CH3:8])[C:3]2[CH:2]=[N:1][CH:6]=[CH:5][CH:4]=2)[C:23]1=[O:24])[CH2:14][CH2:15][CH2:16][CH2:17][CH3:18], predict the reactants needed to synthesize it. The reactants are: [N:1]1[CH:6]=[CH:5][CH:4]=[C:3]([C:7](=NN)[CH3:8])[CH:2]=1.[OH-].[K+].[CH2:13]([N:19]1[C:23](=[O:24])[CH:22]=[CH:21][C:20]1=[O:25])[CH2:14][CH2:15][CH2:16][CH2:17][CH3:18].